This data is from Forward reaction prediction with 1.9M reactions from USPTO patents (1976-2016). The task is: Predict the product of the given reaction. (1) Given the reactants CS([O:5][CH2:6][C:7]1([C:11]([O:13][CH2:14][CH3:15])=[O:12])[CH2:10][CH2:9][CH2:8]1)(=O)=O.[Br:16][C:17]1[CH:22]=[CH:21][C:20](O)=[CH:19][CH:18]=1.C(=O)([O-])[O-].[Cs+].[Cs+], predict the reaction product. The product is: [Br:16][C:17]1[CH:22]=[CH:21][C:20]([O:5][CH2:6][C:7]2([C:11]([O:13][CH2:14][CH3:15])=[O:12])[CH2:10][CH2:9][CH2:8]2)=[CH:19][CH:18]=1. (2) Given the reactants [OH-].[Na+].[CH2:3]([OH:17])[C@@H:4]([OH:16])[C@@H:5]([OH:15])[C@H:6]([OH:14])[C@@H:7]([OH:13])[CH:8]([OH:12])[C:9]([O-:11])=[O:10].[CH2:18]([OH:32])[C@@H:19]([OH:31])[C@@H:20]([OH:30])[C@H:21]([OH:29])[C@@H:22]([OH:28])[CH:23]([OH:27])[C:24]([O-:26])=[O:25].[Ca+2:33].C([O-])(=O)C, predict the reaction product. The product is: [CH2:3]([OH:17])[C@@H:4]([OH:16])[C@@H:5]([OH:15])[C@H:6]([OH:14])[C@@H:7]([OH:13])[CH:8]([OH:12])[C:9]([O-:11])=[O:10].[CH2:18]([OH:32])[C@@H:19]([OH:31])[C@@H:20]([OH:30])[C@H:21]([OH:29])[C@@H:22]([OH:28])[CH:23]([OH:27])[C:24]([O-:26])=[O:25].[Ca+2:33].